Predict the reactants needed to synthesize the given product. From a dataset of Full USPTO retrosynthesis dataset with 1.9M reactions from patents (1976-2016). (1) Given the product [F:16][C:13]1[CH:12]=[CH:11][C:10]([C:7]2[S:8][CH2:9][C:5]([CH3:17])([C:3]([OH:4])=[O:2])[N:6]=2)=[CH:15][CH:14]=1, predict the reactants needed to synthesize it. The reactants are: C[O:2][C:3]([C:5]1([CH3:17])[CH2:9][S:8][C:7]([C:10]2[CH:15]=[CH:14][C:13]([F:16])=[CH:12][CH:11]=2)=[N:6]1)=[O:4].[OH-].[K+]. (2) Given the product [C:4]([CH2:6][N:7]([C:31]1[CH:36]=[CH:35][CH:34]=[C:33]([CH2:37][N:38]2[CH2:43][CH2:42][CH2:41][CH2:40][CH2:39]2)[CH:32]=1)[C:8](=[O:30])[CH2:9][CH2:10][N:11]1[CH2:15][CH2:14][N:13]([CH2:16][C:17]2[CH:18]=[C:19]([CH3:24])[CH:20]=[C:21]([CH3:23])[CH:22]=2)[C:12]1=[C:25]([C:26]#[N:27])[C:28]#[N:29])([OH:5])=[O:3], predict the reactants needed to synthesize it. The reactants are: C([O:3][C:4]([CH2:6][N:7]([C:31]1[CH:36]=[CH:35][CH:34]=[C:33]([CH2:37][N:38]2[CH2:43][CH2:42][CH2:41][CH2:40][CH2:39]2)[CH:32]=1)[C:8](=[O:30])[CH2:9][CH2:10][N:11]1[CH2:15][CH2:14][N:13]([CH2:16][C:17]2[CH:22]=[C:21]([CH3:23])[CH:20]=[C:19]([CH3:24])[CH:18]=2)[C:12]1=[C:25]([C:28]#[N:29])[C:26]#[N:27])=[O:5])C.[OH-].[Li+].CO. (3) Given the product [CH2:6]([NH:13][C:14]([NH:16][C@H:17]1[CH2:25][C@H:24]2[C@:20]([C:26]3[CH:31]=[CH:30][C:29]([O:32][CH3:33])=[C:28]([O:34][CH3:35])[CH:27]=3)([CH2:21][CH2:22][N:23]2[CH2:42][C:41]2[CH:44]=[CH:45][C:38]([O:37][CH3:36])=[CH:39][CH:40]=2)[CH2:19][CH2:18]1)=[S:15])[C:7]1[CH:12]=[CH:11][CH:10]=[CH:9][CH:8]=1, predict the reactants needed to synthesize it. The reactants are: N1CCCC1.[CH2:6]([NH:13][C:14]([NH:16][C@H:17]1[CH2:25][C@H:24]2[C@:20]([C:26]3[CH:31]=[CH:30][C:29]([O:32][CH3:33])=[C:28]([O:34][CH3:35])[CH:27]=3)([CH2:21][CH2:22][NH:23]2)[CH2:19][CH2:18]1)=[S:15])[C:7]1[CH:12]=[CH:11][CH:10]=[CH:9][CH:8]=1.[CH3:36][O:37][C:38]1[CH:45]=[CH:44][C:41]([CH:42]=O)=[CH:40][CH:39]=1. (4) Given the product [Br:26][C:23]1[S:22][C:21]([N:18]2[CH2:19][CH2:20][C:15]([CH2:14][CH2:13][O:12][C:7]3[CH:6]=[C:5]([CH2:4][C:3]([OH:32])=[O:2])[CH:10]=[C:9]([Cl:11])[CH:8]=3)([N:27]3[CH2:28][CH2:29][CH2:30][CH2:31]3)[CH2:16][CH2:17]2)=[N:25][CH:24]=1, predict the reactants needed to synthesize it. The reactants are: C[O:2][C:3](=[O:32])[CH2:4][C:5]1[CH:10]=[C:9]([Cl:11])[CH:8]=[C:7]([O:12][CH2:13][CH2:14][C:15]2([N:27]3[CH2:31][CH2:30][CH2:29][CH2:28]3)[CH2:20][CH2:19][N:18]([C:21]3[S:22][C:23]([Br:26])=[CH:24][N:25]=3)[CH2:17][CH2:16]2)[CH:6]=1.[OH-].[Na+].O1CCCC1.CO. (5) Given the product [ClH:1].[CH:14]1([NH:13][C:11](=[O:12])[C:10]2[CH:19]=[C:6]([C@@H:4]3[CH2:5][C@H:3]3[NH:2][CH:3]3[CH2:5][CH2:22][O:25][CH2:6][CH2:4]3)[CH:7]=[CH:8][C:9]=2[O:20][CH3:21])[CH2:18][CH2:17][CH2:16][CH2:15]1, predict the reactants needed to synthesize it. The reactants are: [ClH:1].[NH2:2][CH:3]1[CH2:5][CH:4]1[C:6]1[CH:7]=[CH:8][C:9]([O:20][CH3:21])=[C:10]([CH:19]=1)[C:11]([NH:13][CH:14]1[CH2:18][CH2:17][CH2:16][CH2:15]1)=[O:12].[C:22](=[O:25])([O-])O.[Na+]. (6) Given the product [C:23]([CH2:22][C@H:21]([NH:20][C:18](=[O:19])[NH:17][C@@H:7]([CH2:8][CH2:9][C:10]([OH:12])=[O:11])[C:6]([OH:34])=[O:5])[C:27]1[CH:32]=[CH:31][CH:30]=[C:29]([I:33])[CH:28]=1)([OH:25])=[O:24], predict the reactants needed to synthesize it. The reactants are: C([O:5][C:6](=[O:34])[CH:7]([NH:17][C:18]([NH:20][CH:21]([C:27]1[CH:32]=[CH:31][CH:30]=[C:29]([I:33])[CH:28]=1)[CH2:22][C:23]([O:25]C)=[O:24])=[O:19])[CH2:8][CH2:9][C:10]([O:12]C(C)(C)C)=[O:11])(C)(C)C.[Li+].[OH-].C(Cl)Cl.C(O)(C(F)(F)F)=O. (7) Given the product [C:1]([O:4][C:5]1[N:6]=[C:7]([CH2:19][Br:45])[C:8]2[C:13]([CH:14]=1)=[CH:12][C:11]([O:15][CH3:16])=[C:10]([O:17][CH3:18])[CH:9]=2)(=[O:3])[CH3:2], predict the reactants needed to synthesize it. The reactants are: [C:1]([O:4][C:5]1[N:6]=[C:7]([CH3:19])[C:8]2[C:13]([CH:14]=1)=[CH:12][C:11]([O:15][CH3:16])=[C:10]([O:17][CH3:18])[CH:9]=2)(=[O:3])[CH3:2].C(OOC(=O)C1C=CC=CC=1)(=O)C1C=CC=CC=1.C1C(=O)N([Br:45])C(=O)C1. (8) Given the product [F:12][C:13]1[CH:21]=[CH:20][C:16]([C:17]([O:3][CH2:4][C:5]2[C:6](=[O:11])[NH:7][CH:8]=[CH:9][CH:10]=2)=[O:18])=[CH:15][CH:14]=1, predict the reactants needed to synthesize it. The reactants are: [H-].[Na+].[OH:3][CH2:4][C:5]1[C:6](=[O:11])[NH:7][CH:8]=[CH:9][CH:10]=1.[F:12][C:13]1[CH:21]=[CH:20][C:16]([C:17](Cl)=[O:18])=[CH:15][CH:14]=1. (9) The reactants are: S(Cl)(Cl)=O.[OH:5][C:6]1[C:7]([N+:15]([O-:17])=[O:16])=[C:8]([CH:12]=[CH:13][CH:14]=1)[C:9]([OH:11])=[O:10].[CH3:18]O. Given the product [OH:5][C:6]1[C:7]([N+:15]([O-:17])=[O:16])=[C:8]([CH:12]=[CH:13][CH:14]=1)[C:9]([O:11][CH3:18])=[O:10], predict the reactants needed to synthesize it.